This data is from Peptide-MHC class I binding affinity with 185,985 pairs from IEDB/IMGT. The task is: Regression. Given a peptide amino acid sequence and an MHC pseudo amino acid sequence, predict their binding affinity value. This is MHC class I binding data. (1) The peptide sequence is APRELLQYI. The MHC is HLA-A30:01 with pseudo-sequence HLA-A30:01. The binding affinity (normalized) is 0.0847. (2) The peptide sequence is RARIKTRLF. The MHC is HLA-B27:05 with pseudo-sequence HLA-B27:05. The binding affinity (normalized) is 0.279. (3) The peptide sequence is LSPRWYFYY. The MHC is HLA-A29:02 with pseudo-sequence HLA-A29:02. The binding affinity (normalized) is 0.912. (4) The peptide sequence is FPRYPLNVL. The MHC is HLA-A02:01 with pseudo-sequence HLA-A02:01. The binding affinity (normalized) is 0.0847. (5) The peptide sequence is RMLPKLAEF. The MHC is BoLA-JSP.1 with pseudo-sequence BoLA-JSP.1. The binding affinity (normalized) is 0.412. (6) The peptide sequence is MHCDFAFWV. The MHC is HLA-A02:16 with pseudo-sequence HLA-A02:16. The binding affinity (normalized) is 0.0847.